Dataset: Full USPTO retrosynthesis dataset with 1.9M reactions from patents (1976-2016). Task: Predict the reactants needed to synthesize the given product. (1) Given the product [C:7]([CH2:6][C:2]1[O:1][CH:5]=[CH:4][C:3]=1[CH2:14][C:15]([OH:17])=[O:16])([OH:9])=[O:8], predict the reactants needed to synthesize it. The reactants are: [O:1]1[CH:5]=[CH:4][CH:3]=[C:2]1[CH:6](O)[C:7]([O:9]CC)=[O:8].C[C:14](C)(C)[C:15]([O-])([O-:17])[O-:16].C(O)(=O)CCCCC.[OH-].[Na+]. (2) Given the product [CH3:22][O:23][CH2:24][C:25]([NH:1][C:2]1[C:11]2[C:6](=[CH:7][CH:8]=[CH:9][CH:10]=2)[CH:5]=[CH:4][C:3]=1[C:12]([OH:21])([C:13]([F:14])([F:15])[F:16])[C:17]([F:18])([F:19])[F:20])=[O:26], predict the reactants needed to synthesize it. The reactants are: [NH2:1][C:2]1[C:11]2[C:6](=[CH:7][CH:8]=[CH:9][CH:10]=2)[CH:5]=[CH:4][C:3]=1[C:12]([OH:21])([C:17]([F:20])([F:19])[F:18])[C:13]([F:16])([F:15])[F:14].[CH3:22][O:23][CH2:24][C:25](Cl)=[O:26]. (3) Given the product [CH:1]12[CH2:7][CH:4]([CH2:5][CH2:6]1)[CH:3]=[CH:2]2.[C:8]([O:12][CH3:13])(=[O:11])[CH:9]=[CH2:10], predict the reactants needed to synthesize it. The reactants are: [CH:1]12[CH2:7][CH:4]([CH2:5][CH2:6]1)[CH:3]=[CH:2]2.[C:8]([O:12][CH3:13])(=[O:11])[CH:9]=[CH2:10].C(OOC(C)(C)C)(C)(C)C.CC[Al](Cl)CC.CC[Al](Cl)Cl.Cl.CO. (4) Given the product [Cl:1][C:2]1[CH:3]=[CH:4][C:5]([CH2:6][NH:7][C:8](=[O:30])[CH2:9][C@@H:10]2[CH2:21][C@H:20]3[C@@H:19]([O:41]3)[CH2:18][CH2:17][C:16](=[O:22])[O:15][C@H:14]([C:23]3[CH:24]=[CH:25][CH:26]=[CH:27][CH:28]=3)[CH2:13][NH:12][C:11]2=[O:29])=[CH:31][CH:32]=1, predict the reactants needed to synthesize it. The reactants are: [Cl:1][C:2]1[CH:32]=[CH:31][C:5]([CH2:6][NH:7][C:8](=[O:30])[CH2:9][C@@H:10]2[CH2:21][CH:20]=[CH:19][CH2:18][CH2:17][C:16](=[O:22])[O:15][C@H:14]([C:23]3[CH:28]=[CH:27][CH:26]=[CH:25][CH:24]=3)[CH2:13][NH:12][C:11]2=[O:29])=[CH:4][CH:3]=1.C1C=C(Cl)C=C(C(OO)=[O:41])C=1. (5) Given the product [CH2:18]([S:20]([C:23]1[CH:29]=[CH:28][C:27]([OH:30])=[CH:26][C:24]=1[NH:25][C:2]1[CH:7]=[C:6]([C:8]([F:11])([F:10])[F:9])[N:5]=[C:4]([C:12]2[CH:17]=[N:16][CH:15]=[CH:14][N:13]=2)[N:3]=1)(=[O:22])=[O:21])[CH3:19], predict the reactants needed to synthesize it. The reactants are: Cl[C:2]1[CH:7]=[C:6]([C:8]([F:11])([F:10])[F:9])[N:5]=[C:4]([C:12]2[CH:17]=[N:16][CH:15]=[CH:14][N:13]=2)[N:3]=1.[CH2:18]([S:20]([C:23]1[CH:29]=[CH:28][C:27]([OH:30])=[CH:26][C:24]=1[NH2:25])(=[O:22])=[O:21])[CH3:19]. (6) Given the product [Cl:44][C:45]1[CH:61]=[CH:60][C:48]([CH2:49][N:50]2[CH:54]=[N:53][N:52]=[C:51]2[C@H:55]2[CH2:59][CH2:58][CH2:57][N:56]2[C:2]([NH:25][C@@H:19]2[C:18]3[C:23](=[CH:24][C:15]([C:14]([F:13])([F:26])[F:27])=[CH:16][CH:17]=3)[O:22][CH2:21][CH2:20]2)=[O:4])=[CH:47][CH:46]=1, predict the reactants needed to synthesize it. The reactants are: Cl[C:2](Cl)([O:4]C(=O)OC(Cl)(Cl)Cl)Cl.[F:13][C:14]([F:27])([F:26])[C:15]1[CH:24]=[C:23]2[C:18]([C@@H:19]([NH2:25])[CH2:20][CH2:21][O:22]2)=[CH:17][CH:16]=1.C(N(CC)C(C)C)(C)C.OC(C(F)(F)F)=O.[Cl:44][C:45]1[CH:61]=[CH:60][C:48]([CH2:49][N:50]2[CH:54]=[N:53][N:52]=[C:51]2[C@H:55]2[CH2:59][CH2:58][CH2:57][NH:56]2)=[CH:47][CH:46]=1.C([O-])(O)=O.[Na+]. (7) Given the product [CH2:19]([O:26][C:27]([NH:2][C@@H:3]([CH2:7][C:8]1[CH:9]=[CH:10][C:11]([O:14][C:15]([F:16])([F:17])[F:18])=[CH:12][CH:13]=1)[C:4]([OH:6])=[O:5])=[O:28])[C:20]1[CH:25]=[CH:24][CH:23]=[CH:22][CH:21]=1, predict the reactants needed to synthesize it. The reactants are: Cl.[NH2:2][C@@H:3]([CH2:7][C:8]1[CH:13]=[CH:12][C:11]([O:14][C:15]([F:18])([F:17])[F:16])=[CH:10][CH:9]=1)[C:4]([OH:6])=[O:5].[CH2:19]([O:26][C:27](Cl)=[O:28])[C:20]1[CH:25]=[CH:24][CH:23]=[CH:22][CH:21]=1.O.Cl.